Dataset: Full USPTO retrosynthesis dataset with 1.9M reactions from patents (1976-2016). Task: Predict the reactants needed to synthesize the given product. (1) Given the product [CH:27]1([CH2:33][CH2:34][CH2:35][CH2:36][O:37][C:38](=[O:39])[NH:1][C@@H:2]2[C:3](=[O:17])[N:4]([CH:8]([Si:9]([CH3:12])([CH3:11])[CH3:10])[Si:13]([CH3:15])([CH3:14])[CH3:16])[C:5]2([CH3:7])[CH3:6])[CH2:32][CH2:31][CH2:30][CH2:29][CH2:28]1, predict the reactants needed to synthesize it. The reactants are: [NH2:1][C@H:2]1[C:5]([CH3:7])([CH3:6])[N:4]([CH:8]([Si:13]([CH3:16])([CH3:15])[CH3:14])[Si:9]([CH3:12])([CH3:11])[CH3:10])[C:3]1=[O:17].CCN(C(C)C)C(C)C.[CH:27]1([CH2:33][CH2:34][CH2:35][CH2:36][O:37][C:38](N2C=CC=CC2=O)=[O:39])[CH2:32][CH2:31][CH2:30][CH2:29][CH2:28]1.C1(CCCCO)CCCCC1. (2) The reactants are: [NH2:1][C:2]1[CH:3]=[C:4]([CH:14]=[CH:15][C:16]=1[O:17][CH3:18])[C:5]([NH:7][C:8]1[CH:13]=[CH:12][CH:11]=[CH:10][CH:9]=1)=[O:6].[Cl:19][C:20]1[CH:21]=[C:22]([S:27](Cl)(=[O:29])=[O:28])[CH:23]=[C:24]([Cl:26])[CH:25]=1. Given the product [Cl:26][C:24]1[CH:23]=[C:22]([S:27]([NH:1][C:2]2[CH:3]=[C:4]([CH:14]=[CH:15][C:16]=2[O:17][CH3:18])[C:5]([NH:7][C:8]2[CH:13]=[CH:12][CH:11]=[CH:10][CH:9]=2)=[O:6])(=[O:28])=[O:29])[CH:21]=[C:20]([Cl:19])[CH:25]=1, predict the reactants needed to synthesize it. (3) Given the product [CH2:21]([S:23]([NH:1][C:2]1[CH:3]=[C:4]([CH:17]=[CH:18][C:19]=1[CH3:20])[CH2:5][C:6]1[N:7]=[CH:8][N:9]([S:11]([N:14]([CH3:15])[CH3:16])(=[O:12])=[O:13])[CH:10]=1)(=[O:25])=[O:24])[CH3:22], predict the reactants needed to synthesize it. The reactants are: [NH2:1][C:2]1[CH:3]=[C:4]([CH:17]=[CH:18][C:19]=1[CH3:20])[CH2:5][C:6]1[N:7]=[CH:8][N:9]([S:11]([N:14]([CH3:16])[CH3:15])(=[O:13])=[O:12])[CH:10]=1.[CH2:21]([S:23](Cl)(=[O:25])=[O:24])[CH3:22].